From a dataset of Catalyst prediction with 721,799 reactions and 888 catalyst types from USPTO. Predict which catalyst facilitates the given reaction. Reactant: [CH:1]1([CH2:4][N:5]2[C:10](=[O:11])[C:9]([CH2:12]OS(C)(=O)=O)=[CH:8][C:7]([C:18]3[CH:19]=[CH:20][C:21]4[O:25][CH2:24][CH2:23][C:22]=4[CH:26]=3)=[N:6]2)[CH2:3][CH2:2]1.[CH3:27][NH:28][CH3:29]. Product: [CH:1]1([CH2:4][N:5]2[C:10](=[O:11])[C:9]([CH2:12][N:28]([CH3:29])[CH3:27])=[CH:8][C:7]([C:18]3[CH:19]=[CH:20][C:21]4[O:25][CH2:24][CH2:23][C:22]=4[CH:26]=3)=[N:6]2)[CH2:3][CH2:2]1. The catalyst class is: 6.